This data is from Catalyst prediction with 721,799 reactions and 888 catalyst types from USPTO. The task is: Predict which catalyst facilitates the given reaction. (1) Reactant: Br[C:2]1[CH:7]=[CH:6][C:5]([C@@H:8]([N:10]2[CH2:15][CH2:14][C:13]([CH2:19][CH2:20][C:21]([OH:24])([CH3:23])[CH3:22])([CH:16]([CH3:18])[CH3:17])[O:12][C:11]2=[O:25])[CH3:9])=[CH:4][CH:3]=1.[CH3:26][C:27]1([CH3:43])[C:31]([CH3:33])([CH3:32])[O:30][B:29]([B:29]2[O:30][C:31]([CH3:33])([CH3:32])[C:27]([CH3:43])([CH3:26])[O:28]2)[O:28]1.CC([O-])=O.[K+].O. Product: [OH:24][C:21]([CH3:23])([CH3:22])[CH2:20][CH2:19][C:13]1([CH:16]([CH3:18])[CH3:17])[O:12][C:11](=[O:25])[N:10]([C@H:8]([C:5]2[CH:6]=[CH:7][C:2]([B:29]3[O:30][C:31]([CH3:33])([CH3:32])[C:27]([CH3:43])([CH3:26])[O:28]3)=[CH:3][CH:4]=2)[CH3:9])[CH2:15][CH2:14]1. The catalyst class is: 418. (2) Reactant: [NH2:1][C:2]1[CH:3]=[CH:4][C:5]([O:8][C:9]2[CH:10]=[C:11]3[C:15](=[CH:16][CH:17]=2)[N:14]([CH2:18][C:19]([N:21]2[CH2:26][CH2:25][N:24]([CH2:27][C:28]4[CH:36]=[CH:35][C:31]5[O:32][CH2:33][O:34][C:30]=5[CH:29]=4)[CH2:23][CH2:22]2)=[O:20])[CH2:13][CH2:12]3)=[N:6][CH:7]=1.C(N(CC)CC)C.[Cl:44][C:45]1[CH:46]=[C:47]([CH:51]=[CH:52][C:53]=1[Cl:54])[C:48](Cl)=[O:49]. Product: [O:32]1[C:31]2[CH:35]=[CH:36][C:28]([CH2:27][N:24]3[CH2:23][CH2:22][N:21]([C:19](=[O:20])[CH2:18][N:14]4[C:15]5[C:11](=[CH:10][C:9]([O:8][C:5]6[N:6]=[CH:7][C:2]([NH:1][C:48](=[O:49])[C:47]7[CH:51]=[CH:52][C:53]([Cl:54])=[C:45]([Cl:44])[CH:46]=7)=[CH:3][CH:4]=6)=[CH:17][CH:16]=5)[CH2:12][CH2:13]4)[CH2:26][CH2:25]3)=[CH:29][C:30]=2[O:34][CH2:33]1. The catalyst class is: 220.